Task: Predict which catalyst facilitates the given reaction.. Dataset: Catalyst prediction with 721,799 reactions and 888 catalyst types from USPTO (1) Reactant: [N:1]([CH2:4][C@H:5]1[CH2:18][O:17][C:8]2[CH:9]=[CH:10][C:11]3[NH:12][C:13](=[O:16])[O:14][C:15]=3[C:7]=2[O:6]1)=[N+]=[N-].[H][H].Cl. Product: [NH2:1][CH2:4][CH:5]1[O:6][C:7]2[C:8](=[CH:9][CH:10]=[C:11]3[NH:12][C:13](=[O:16])[O:14][C:15]3=2)[O:17][CH2:18]1. The catalyst class is: 19. (2) Reactant: Br[C:2]1(Br)[C:10]2[C:5](=[C:6]([CH:15]([O:17][CH2:18][C:19]3([C:32]4[CH:37]=[CH:36][C:35]([F:38])=[CH:34][CH:33]=4)[CH2:24][CH2:23][N:22]([C:25]([O:27][C:28]([CH3:31])([CH3:30])[CH3:29])=[O:26])[CH2:21][CH2:20]3)[CH3:16])[CH:7]=[C:8]([C:11]([F:14])([F:13])[F:12])[CH:9]=2)[NH:4][C:3]1=[O:39]. Product: [F:38][C:35]1[CH:36]=[CH:37][C:32]([C:19]2([CH2:18][O:17][CH:15]([C:6]3[CH:7]=[C:8]([C:11]([F:13])([F:12])[F:14])[CH:9]=[C:10]4[C:5]=3[NH:4][C:3](=[O:39])[CH2:2]4)[CH3:16])[CH2:24][CH2:23][N:22]([C:25]([O:27][C:28]([CH3:30])([CH3:29])[CH3:31])=[O:26])[CH2:21][CH2:20]2)=[CH:33][CH:34]=1. The catalyst class is: 183. (3) Reactant: [Cl:1][C:2]1[N:7]=[CH:6][C:5]([N:8]([CH3:23])[C:9](=[O:22])[C:10]([C:13]2[CH:18]=[C:17]([O:19]C)[CH:16]=[C:15]([Cl:21])[CH:14]=2)([CH3:12])[CH3:11])=[C:4]([C:24]2[CH:29]=[CH:28][CH:27]=[CH:26][C:25]=2[Cl:30])[CH:3]=1.C(Cl)Cl. Product: [Cl:1][C:2]1[N:7]=[CH:6][C:5]([N:8]([CH3:23])[C:9](=[O:22])[C:10]([C:13]2[CH:18]=[C:17]([OH:19])[CH:16]=[C:15]([Cl:21])[CH:14]=2)([CH3:11])[CH3:12])=[C:4]([C:24]2[CH:29]=[CH:28][CH:27]=[CH:26][C:25]=2[Cl:30])[CH:3]=1. The catalyst class is: 6. (4) Reactant: I[C:2]1[N:3]=[CH:4][N:5]([C:7]([C:20]2[CH:25]=[CH:24][CH:23]=[CH:22][CH:21]=2)([C:14]2[CH:19]=[CH:18][CH:17]=[CH:16][CH:15]=2)[C:8]2[CH:13]=[CH:12][CH:11]=[CH:10][CH:9]=2)[CH:6]=1.C([Mg]Br)C.CON(C)[C:33]([C:35]1[C:40]2=[N:41][S:42][N:43]=[C:39]2[CH:38]=[CH:37][CH:36]=1)=[O:34]. Product: [N:43]1[S:42][N:41]=[C:40]2[C:35]([C:33]([C:2]3[N:3]=[CH:4][N:5]([C:7]([C:8]4[CH:9]=[CH:10][CH:11]=[CH:12][CH:13]=4)([C:20]4[CH:25]=[CH:24][CH:23]=[CH:22][CH:21]=4)[C:14]4[CH:19]=[CH:18][CH:17]=[CH:16][CH:15]=4)[CH:6]=3)=[O:34])=[CH:36][CH:37]=[CH:38][C:39]=12. The catalyst class is: 4. (5) Reactant: [CH2:1]([NH:8][CH:9]([CH:15]([CH3:17])[CH3:16])[CH2:10][C:11]([O:13]C)=[O:12])[C:2]1[CH:7]=[CH:6][CH:5]=[CH:4][CH:3]=1.NC(C(C)C)CC(O)=O.N[C@@H](C(C)C)CC(O)=O. Product: [CH2:1]([NH:8][CH:9]([CH:15]([CH3:17])[CH3:16])[CH2:10][C:11]([OH:13])=[O:12])[C:2]1[CH:7]=[CH:6][CH:5]=[CH:4][CH:3]=1. The catalyst class is: 19. (6) Reactant: [Cl:1][C:2]1[CH:3]=[C:4]2[N:25]=[C:24]([O:26][C@H:27]3[C@H:31]4[O:32][CH2:33][C@@H:34]([OH:35])[C@H:30]4[O:29][CH2:28]3)[N:23]([CH2:36][O:37][CH2:38][CH2:39][Si:40]([CH3:43])([CH3:42])[CH3:41])[C:5]2=[N:6][C:7]=1[C:8]1[CH:13]=[CH:12][C:11](B2OC(C)(C)C(C)(C)O2)=[CH:10][CH:9]=1.Br[C:45]1[CH:50]=[CH:49][C:48]([CH2:51][N:52]=[S:53]([CH3:58])([N:55]([CH3:57])[CH3:56])=[O:54])=[CH:47][CH:46]=1. Product: [OH:35][C@H:34]1[C@H:30]2[O:29][CH2:28][C@@H:27]([O:26][C:24]3[N:23]([CH2:36][O:37][CH2:38][CH2:39][Si:40]([CH3:43])([CH3:42])[CH3:41])[C:5]4=[N:6][C:7]([C:8]5[CH:13]=[CH:12][C:11]([C:45]6[CH:50]=[CH:49][C:48]([CH2:51][N:52]=[S:53]([CH3:58])([N:55]([CH3:57])[CH3:56])=[O:54])=[CH:47][CH:46]=6)=[CH:10][CH:9]=5)=[C:2]([Cl:1])[CH:3]=[C:4]4[N:25]=3)[C@H:31]2[O:32][CH2:33]1. The catalyst class is: 12. (7) Reactant: [CH:1](=[N:4][N:5]1[C:13]2[C:8](=[CH:9][CH:10]=[CH:11][CH:12]=2)[CH:7]=[CH:6]1)[CH2:2][CH3:3].[BH4-].[Na+].C(O)(=O)C.[H][H]. Product: [CH2:1]([NH:4][N:5]1[C:13]2[C:8](=[CH:9][CH:10]=[CH:11][CH:12]=2)[CH:7]=[CH:6]1)[CH2:2][CH3:3]. The catalyst class is: 179.